Dataset: NCI-60 drug combinations with 297,098 pairs across 59 cell lines. Task: Regression. Given two drug SMILES strings and cell line genomic features, predict the synergy score measuring deviation from expected non-interaction effect. Drug 1: C1=NC2=C(N1)C(=S)N=CN2. Drug 2: CC1C(C(CC(O1)OC2CC(CC3=C2C(=C4C(=C3O)C(=O)C5=CC=CC=C5C4=O)O)(C(=O)C)O)N)O. Cell line: NCIH23. Synergy scores: CSS=37.3, Synergy_ZIP=-6.71, Synergy_Bliss=-7.51, Synergy_Loewe=-6.39, Synergy_HSA=-5.05.